Predict the reactants needed to synthesize the given product. From a dataset of Full USPTO retrosynthesis dataset with 1.9M reactions from patents (1976-2016). (1) The reactants are: Cl[CH2:2][CH2:3][CH2:4][S:5]([O:8][CH2:9][C:10]([CH3:32])([CH3:31])[C@@H:11]([O:23][CH2:24][C:25]1[CH:30]=[CH:29][CH:28]=[CH:27][CH:26]=1)[C:12]([O:14][CH2:15][CH2:16][O:17][C:18](=[O:22])[CH:19]([CH3:21])[CH3:20])=[O:13])(=[O:7])=[O:6].[N-:33]=[N+:34]=[N-:35].[Na+]. Given the product [N:33]([CH2:2][CH2:3][CH2:4][S:5]([O:8][CH2:9][C:10]([CH3:32])([CH3:31])[C@@H:11]([O:23][CH2:24][C:25]1[CH:30]=[CH:29][CH:28]=[CH:27][CH:26]=1)[C:12]([O:14][CH2:15][CH2:16][O:17][C:18](=[O:22])[CH:19]([CH3:21])[CH3:20])=[O:13])(=[O:7])=[O:6])=[N+:34]=[N-:35], predict the reactants needed to synthesize it. (2) Given the product [CH3:1][O:2][C:3]1[CH:8]=[CH:7][C:6]([C:9]([NH:24][C:25]2[C@:26]([CH3:44])([C:40]([F:43])([F:42])[F:41])[O:27][CH2:28][C@:29]([C:32]3[N:33]=[C:34]([NH:45][C:46]4[N:47]=[CH:48][CH:49]=[CH:50][C:51]=4[C:52]#[N:53])[CH:35]=[CH:36][C:37]=3[F:38])([CH3:31])[N:30]=2)([C:16]2[CH:21]=[CH:20][C:19]([O:22][CH3:23])=[CH:18][CH:17]=2)[C:10]2[CH:15]=[CH:14][CH:13]=[CH:12][CH:11]=2)=[CH:5][CH:4]=1, predict the reactants needed to synthesize it. The reactants are: [CH3:1][O:2][C:3]1[CH:8]=[CH:7][C:6]([C:9]([NH:24][C:25]2[C@:26]([CH3:44])([C:40]([F:43])([F:42])[F:41])[O:27][CH2:28][C@:29]([C:32]3[C:37]([F:38])=[CH:36][CH:35]=[C:34](Br)[N:33]=3)([CH3:31])[N:30]=2)([C:16]2[CH:21]=[CH:20][C:19]([O:22][CH3:23])=[CH:18][CH:17]=2)[C:10]2[CH:15]=[CH:14][CH:13]=[CH:12][CH:11]=2)=[CH:5][CH:4]=1.[NH2:45][C:46]1[C:51]([C:52]#[N:53])=[CH:50][CH:49]=[CH:48][N:47]=1.C1C=CC(P(C2C(C3C(P(C4C=CC=CC=4)C4C=CC=CC=4)=CC=C4C=3C=CC=C4)=C3C(C=CC=C3)=CC=2)C2C=CC=CC=2)=CC=1.CC(C)([O-])C.[Na+]. (3) Given the product [CH3:65][N:41]([CH3:40])[CH2:42][CH2:43][O:44][C:45]1[CH:50]=[CH:49][C:48]([C:14]2[CH:19]=[C:18]([C:20]3[NH:28][C:27]4[C:26]5([CH2:33][CH2:32][CH2:31][NH:30][CH2:29]5)[CH2:25][NH:24][C:23](=[O:34])[C:22]=4[CH:21]=3)[CH:17]=[CH:16][N:15]=2)=[CH:47][C:46]=1[NH:60][C:61](=[O:64])[CH:62]=[CH2:63], predict the reactants needed to synthesize it. The reactants are: CN1CCN(C2C=CC([C:14]3[CH:19]=[C:18]([C:20]4[NH:28][C:27]5[C:26]6([CH2:33][CH2:32][CH2:31][NH:30][CH2:29]6)[CH2:25][NH:24][C:23](=[O:34])[C:22]=5[CH:21]=4)[CH:17]=[CH:16][N:15]=3)=CC=2NC(=O)C=C)CC1.[CH3:40][N:41]([CH3:65])[CH2:42][CH2:43][O:44][C:45]1[CH:50]=[CH:49][C:48](B2OC(C)(C)C(C)(C)O2)=[CH:47][C:46]=1[NH:60][C:61](=[O:64])[CH:62]=[CH2:63]. (4) Given the product [OH:22][C:18]1[CH:17]=[C:16]([C:13]2([CH3:26])[CH2:14][CH2:15][NH:10][CH2:11][CH2:12]2)[CH:21]=[CH:20][CH:19]=1, predict the reactants needed to synthesize it. The reactants are: C1(OC([N:10]2[CH2:15][CH2:14][C:13]([CH3:26])([C:16]3[CH:21]=[CH:20][CH:19]=[C:18]([O:22]C(C)C)[CH:17]=3)[CH2:12][CH2:11]2)=O)C=CC=CC=1.Br.C(O)(=O)C. (5) The reactants are: [C:1]([NH:4][C:5]([CH2:16][C:17]([C:19]1[CH:24]=[CH:23][C:22]([O:25][C:26]2[CH:31]=[CH:30][C:29]([C:32](=[O:35])[CH2:33]Cl)=[CH:28][CH:27]=2)=[CH:21][CH:20]=1)=[O:18])([C:11]([O:13][CH2:14][CH3:15])=[O:12])[C:6]([O:8][CH2:9][CH3:10])=[O:7])(=[O:3])[CH3:2].[CH:36]1([C:39]([OH:41])=[O:40])[CH2:38][CH2:37]1.CCN(CC)CC. Given the product [C:1]([NH:4][C:5]([CH2:16][C:17]([C:19]1[CH:24]=[CH:23][C:22]([O:25][C:26]2[CH:31]=[CH:30][C:29]([C:32](=[O:35])[CH2:33][O:41][C:39]([CH:36]3[CH2:38][CH2:37]3)=[O:40])=[CH:28][CH:27]=2)=[CH:21][CH:20]=1)=[O:18])([C:11]([O:13][CH2:14][CH3:15])=[O:12])[C:6]([O:8][CH2:9][CH3:10])=[O:7])(=[O:3])[CH3:2], predict the reactants needed to synthesize it. (6) The reactants are: [OH:1][C:2]1[C:11]2[CH:10]=[C:9]([C:12]3[CH:17]=[CH:16][CH:15]=[CH:14][CH:13]=3)[N:8]=[N:7][C:6]=2[N:5]([CH3:18])[C:4](=[O:19])[C:3]=1[C:20](=[O:28])[CH2:21][CH2:22][C:23]([O:25]CC)=[O:24].C(OCC)(=O)CCC(OC1C2C=C(C3C=CC=CC=3)N=NC=2N(C)C(=O)C=1)=O.C([O-])(=O)C.[Na+].[Cl-].[Al+3].[Cl-].[Cl-]. Given the product [OH:1][C:2]1[C:11]2[CH:10]=[C:9]([C:12]3[CH:17]=[CH:16][CH:15]=[CH:14][CH:13]=3)[N:8]=[N:7][C:6]=2[N:5]([CH3:18])[C:4](=[O:19])[C:3]=1[C:20](=[O:28])[CH2:21][CH2:22][C:23]([OH:25])=[O:24], predict the reactants needed to synthesize it.